This data is from Catalyst prediction with 721,799 reactions and 888 catalyst types from USPTO. The task is: Predict which catalyst facilitates the given reaction. (1) Product: [C:1]([C:5]1[CH:6]=[C:7]2[C:12](=[C:13]([F:15])[CH:14]=1)[C:11](=[O:16])[N:10]([C:17]1[C:18]([CH2:41][OH:42])=[C:19]([N:23]3[C:27]4=[N:28][C:29]([C:32]5[CH:37]=[CH:36][CH:35]=[CH:34][C:33]=5[F:38])=[CH:30][CH:31]=[C:26]4[C:25]([C:39]([NH2:40])=[O:45])=[CH:24]3)[CH:20]=[CH:21][CH:22]=1)[N:9]=[CH:8]2)([CH3:4])([CH3:2])[CH3:3]. Reactant: [C:1]([C:5]1[CH:6]=[C:7]2[C:12](=[C:13]([F:15])[CH:14]=1)[C:11](=[O:16])[N:10]([C:17]1[C:18]([CH2:41][OH:42])=[C:19]([N:23]3[C:27]4=[N:28][C:29]([C:32]5[CH:37]=[CH:36][CH:35]=[CH:34][C:33]=5[F:38])=[CH:30][CH:31]=[C:26]4[C:25]([C:39]#[N:40])=[CH:24]3)[CH:20]=[CH:21][CH:22]=1)[N:9]=[CH:8]2)([CH3:4])([CH3:3])[CH3:2].C([OH:45])C. The catalyst class is: 6. (2) Reactant: [Cl:1][C:2]1[C:11]2[C:6](=[CH:7][CH:8]=[C:9]([O:12]C)[CH:10]=2)[C:5]([CH3:14])=[N:4][N:3]=1.B(Br)(Br)Br. Product: [Cl:1][C:2]1[C:11]2[C:6](=[CH:7][CH:8]=[C:9]([OH:12])[CH:10]=2)[C:5]([CH3:14])=[N:4][N:3]=1. The catalyst class is: 793. (3) Reactant: [Cl:1][C:2]1[N:7]=[C:6]([N:8]2[CH2:13][CH2:12][CH2:11][C@@H:10]([NH2:14])[CH2:9]2)[CH:5]=[C:4]([CH2:15][CH2:16][CH3:17])[N:3]=1.[C:18](O)(=[O:21])[CH2:19][OH:20].Cl.CN(C)CCCN=C=NCC.O.ON1C2C=CC=CC=2N=N1.C(N(C(C)C)CC)(C)C. Product: [Cl:1][C:2]1[N:7]=[C:6]([N:8]2[CH2:13][CH2:12][CH2:11][C@@H:10]([NH:14][C:19](=[O:20])[CH2:18][OH:21])[CH2:9]2)[CH:5]=[C:4]([CH2:15][CH2:16][CH3:17])[N:3]=1. The catalyst class is: 4. (4) Reactant: Br[C:2]1[S:6][C:5]([CH2:7][N:8]([CH3:16])[C:9](=[O:15])[O:10][C:11]([CH3:14])([CH3:13])[CH3:12])=[N:4][C:3]=1[C:17]1[CH:22]=[CH:21][CH:20]=[CH:19][C:18]=1[F:23].[SH:24][CH2:25][CH2:26][C:27]([O:29][CH2:30][CH:31]([CH2:36][CH3:37])[CH2:32][CH2:33][CH2:34][CH3:35])=[O:28].C(=O)([O-])[O-].[Cs+].[Cs+].O. Product: [C:11]([O:10][C:9]([N:8]([CH2:7][C:5]1[S:6][C:2]([S:24][CH2:25][CH2:26][C:27]([O:29][CH2:30][CH:31]([CH2:36][CH3:37])[CH2:32][CH2:33][CH2:34][CH3:35])=[O:28])=[C:3]([C:17]2[CH:22]=[CH:21][CH:20]=[CH:19][C:18]=2[F:23])[N:4]=1)[CH3:16])=[O:15])([CH3:14])([CH3:13])[CH3:12]. The catalyst class is: 101. (5) Reactant: Cl[C:2]1[N:7]=[C:6]([NH:8][CH:9]2[CH2:23][CH:12]3[CH2:13][N:14](C(OC(C)(C)C)=O)[CH2:15][CH:11]3[CH2:10]2)[C:5]([Cl:24])=[CH:4][N:3]=1.Cl.[CH3:26][N:27]1[C:31]([CH3:32])=[C:30]([NH2:33])[CH:29]=[N:28]1.FC(F)(F)C(O)=O.C([O-])([O-])=O.[Na+].[Na+]. Product: [Cl:24][C:5]1[C:6]([NH:8][CH:9]2[CH2:10][CH:11]3[CH2:15][NH:14][CH2:13][CH:12]3[CH2:23]2)=[N:7][C:2]([NH:33][C:30]2[CH:29]=[N:28][N:27]([CH3:26])[C:31]=2[CH3:32])=[N:3][CH:4]=1. The catalyst class is: 12. (6) Reactant: [C:1]1([S:7]([C:10]2[CH:11]=[C:12]([C:30]3[CH:31]=[N:32][NH:33][CH:34]=3)[C:13]3[O:22][C:21]4[CH2:20][CH2:19][N:18](C(OC(C)(C)C)=O)[CH2:17][C:16]=4[C:14]=3[CH:15]=2)(=[O:9])=[O:8])[CH:6]=[CH:5][CH:4]=[CH:3][CH:2]=1.[ClH:35]. Product: [ClH:35].[C:1]1([S:7]([C:10]2[CH:11]=[C:12]([C:30]3[CH:34]=[N:33][NH:32][CH:31]=3)[C:13]3[O:22][C:21]4[CH2:20][CH2:19][NH:18][CH2:17][C:16]=4[C:14]=3[CH:15]=2)(=[O:8])=[O:9])[CH:6]=[CH:5][CH:4]=[CH:3][CH:2]=1. The catalyst class is: 7. (7) Reactant: [Cl:1][C:2]1[CH:3]=[CH:4][C:5]([OH:10])=[C:6]([CH:9]=1)[CH:7]=[O:8].[CH2:11]([O:13][C:14](=[O:20])[CH:15](Br)[CH2:16][CH2:17][CH3:18])[CH3:12].C([O-])([O-])=O.[K+].[K+].O. Product: [CH2:11]([O:13][C:14](=[O:20])[CH:15]([O:10][C:5]1[CH:4]=[CH:3][C:2]([Cl:1])=[CH:9][C:6]=1[CH:7]=[O:8])[CH2:16][CH2:17][CH3:18])[CH3:12]. The catalyst class is: 31.